Dataset: Full USPTO retrosynthesis dataset with 1.9M reactions from patents (1976-2016). Task: Predict the reactants needed to synthesize the given product. Given the product [Cl:1][C:2]1[CH:10]=[C:9]2[C:5]([CH:6]=[C:7]([CH:11]=[O:12])[NH:8]2)=[CH:4][CH:3]=1, predict the reactants needed to synthesize it. The reactants are: [Cl:1][C:2]1[CH:10]=[C:9]2[C:5]([CH:6]=[C:7]([CH2:11][OH:12])[NH:8]2)=[CH:4][CH:3]=1.